From a dataset of Reaction yield outcomes from USPTO patents with 853,638 reactions. Predict the reaction yield, written as a fraction of the theoretical maximum amount of product (1.0 means a 100% yield; for example, 0.34 means a 34% yield). (1) The reactants are Br[C:2]1[CH:3]=[C:4]2[C:10]([CH3:11])=[CH:9][NH:8][C:5]2=[N:6][CH:7]=1.C([O-])(=O)C.[K+].[CH3:17][C:18]1([CH3:34])[C:22]([CH3:24])([CH3:23])[O:21][B:20]([B:20]2[O:21][C:22]([CH3:24])([CH3:23])[C:18]([CH3:34])([CH3:17])[O:19]2)[O:19]1. The catalyst is CN(C)C=O.[Pd](Cl)Cl.C1(P(C2C=CC=CC=2)[C-]2C=CC=C2)C=CC=CC=1.[C-]1(P(C2C=CC=CC=2)C2C=CC=CC=2)C=CC=C1.[Fe+2]. The product is [CH3:11][C:10]1[C:4]2[C:5](=[N:6][CH:7]=[C:2]([B:20]3[O:21][C:22]([CH3:24])([CH3:23])[C:18]([CH3:34])([CH3:17])[O:19]3)[CH:3]=2)[NH:8][CH:9]=1. The yield is 0.430. (2) The reactants are I.[Cl:2][C:3]1[C:4]2[C:5]3[C:6](=[C:20]([CH3:23])[O:21][N:22]=3)[C:7](=[O:19])[N:8]([CH:13]3[CH2:18][CH2:17][CH2:16][NH:15][CH2:14]3)[C:9]=2[CH:10]=[CH:11][CH:12]=1.[N:24]1[CH:29]=[CH:28][CH:27]=[C:26]([CH2:30][CH2:31][C:32](O)=[O:33])[CH:25]=1.Cl.CN(C)CCCN=C=NCC.ON1C2N=CC=CC=2N=N1.C(N(CC)CC)C. The catalyst is CN(C)C1C=CN=CC=1.CN(C)C=O. The product is [Cl:2][C:3]1[C:4]2[C:5]3[C:6](=[C:20]([CH3:23])[O:21][N:22]=3)[C:7](=[O:19])[N:8]([CH:13]3[CH2:18][CH2:17][CH2:16][N:15]([C:32](=[O:33])[CH2:31][CH2:30][C:26]4[CH:25]=[N:24][CH:29]=[CH:28][CH:27]=4)[CH2:14]3)[C:9]=2[CH:10]=[CH:11][CH:12]=1. The yield is 0.450. (3) The reactants are [C:1](Cl)(=O)C.[Cl:5][C:6]1[CH:14]=[C:13]([O:15][CH3:16])[C:12]([N+:17]([O-:19])=[O:18])=[CH:11][C:7]=1[C:8]([OH:10])=[O:9]. The catalyst is CO. The product is [Cl:5][C:6]1[CH:14]=[C:13]([O:15][CH3:16])[C:12]([N+:17]([O-:19])=[O:18])=[CH:11][C:7]=1[C:8]([O:10][CH3:1])=[O:9]. The yield is 0.990.